This data is from P-glycoprotein inhibition data for predicting drug efflux from Broccatelli et al.. The task is: Regression/Classification. Given a drug SMILES string, predict its absorption, distribution, metabolism, or excretion properties. Task type varies by dataset: regression for continuous measurements (e.g., permeability, clearance, half-life) or binary classification for categorical outcomes (e.g., BBB penetration, CYP inhibition). Dataset: pgp_broccatelli. (1) The drug is COC(=O)C1=C(C)NC(C)=C(C(=O)OCCN(C)Cc2ccccc2)[C@@H]1c1cccc([N+](=O)[O-])c1. The result is 1 (inhibitor). (2) The molecule is O=c1c2ccccc2c(Cc2ccc(Cl)cc2)nn1[C@H]1CCCNCC1. The result is 1 (inhibitor). (3) The drug is CCC(=O)N(C[C@H](O)COc1ccccc1C(=O)CCc1ccccc1)c1ccccc1. The result is 1 (inhibitor). (4) The drug is CN(C)CCOC(=O)COc1ccc(Cl)cc1. The result is 0 (non-inhibitor). (5) The molecule is CN1CCN(CCCn2c3ccccc3c(=O)c3ccccc32)CC1. The result is 1 (inhibitor).